From a dataset of TCR-epitope binding with 47,182 pairs between 192 epitopes and 23,139 TCRs. Binary Classification. Given a T-cell receptor sequence (or CDR3 region) and an epitope sequence, predict whether binding occurs between them. (1) Result: 1 (the TCR binds to the epitope). The TCR CDR3 sequence is CASSFTGGRSSYNEQFF. The epitope is RAKFKQLL. (2) The epitope is TPINLVRDL. Result: 1 (the TCR binds to the epitope). The TCR CDR3 sequence is CSVEGSTGGTYNEQFF. (3) The epitope is GTSGSPIIDK. The TCR CDR3 sequence is CASSVDKGGTDAQYF. Result: 0 (the TCR does not bind to the epitope). (4) The epitope is KPLEFGATSAAL. The TCR CDR3 sequence is CASSPYLDSSSYNEQFF. Result: 1 (the TCR binds to the epitope). (5) The epitope is EIYKRWII. The TCR CDR3 sequence is CASSYPFGGAWDEQFF. Result: 0 (the TCR does not bind to the epitope). (6) The epitope is SEPVLKGVKL. The TCR CDR3 sequence is CASSLMLETQYF. Result: 0 (the TCR does not bind to the epitope).